This data is from Catalyst prediction with 721,799 reactions and 888 catalyst types from USPTO. The task is: Predict which catalyst facilitates the given reaction. (1) Reactant: CC[N:3](C1C=CC=CC=1)CC.Cl[C:13]([O:15][C:16]1[CH:21]=[CH:20][C:19]([O:22][CH3:23])=[CH:18][CH:17]=1)=[O:14]. Product: [CH3:23][O:22][C:19]1[CH:20]=[CH:21][C:16]([O:15][C:13](=[O:14])[NH2:3])=[CH:17][CH:18]=1. The catalyst class is: 4. (2) Reactant: N[C:2]1[C:10]2[C:5](=[N:6][C:7]([C:11]3[CH:12]=[C:13]([CH:20]=[CH:21][C:22]=3[CH3:23])[C:14]([NH:16][CH:17]3[CH2:19][CH2:18]3)=[O:15])=[CH:8][CH:9]=2)[NH:4][N:3]=1.S(=O)(=O)(O)O.N([O-])=O.[Na+].[BrH:33]. Product: [Br:33][C:2]1[C:10]2[C:5](=[N:6][C:7]([C:11]3[CH:12]=[C:13]([CH:20]=[CH:21][C:22]=3[CH3:23])[C:14]([NH:16][CH:17]3[CH2:19][CH2:18]3)=[O:15])=[CH:8][CH:9]=2)[NH:4][N:3]=1. The catalyst class is: 6. (3) Reactant: [Br:1][C:2]1[CH:3]=[CH:4][C:5](F)=[C:6]([CH:9]=1)[CH:7]=[O:8].[NH:11]1[CH2:16][CH2:15][O:14][CH2:13][CH2:12]1.C(=O)([O-])[O-].[K+].[K+].O. Product: [Br:1][C:2]1[CH:3]=[CH:4][C:5]([N:11]2[CH2:16][CH2:15][O:14][CH2:13][CH2:12]2)=[C:6]([CH:9]=1)[CH:7]=[O:8]. The catalyst class is: 3. (4) Reactant: C([O:5][C:6]([N:8]1[C:19]2[C:11](=[C:12]3[C:16](=[CH:17][CH:18]=2)[NH:15][CH:14]([C:20]([OH:22])=[O:21])[CH2:13]3)[CH:10]=[CH:9]1)=[O:7])(C)(C)C.C(O)(C(F)(F)F)=O.ClC(O[CH2:34][CH:35]1[C:47]2[CH:46]=[CH:45][CH:44]=[CH:43][C:42]=2[C:41]2[C:36]1=[CH:37][CH:38]=[CH:39][CH:40]=2)=O. Product: [CH:37]1[C:36]2[CH:35]([CH2:34][O:5][C:6]([N:8]3[C:19]4[C:11](=[C:12]5[C:16](=[CH:17][CH:18]=4)[NH:15][CH:14]([C:20]([OH:22])=[O:21])[CH2:13]5)[CH:10]=[CH:9]3)=[O:7])[C:47]3[C:42](=[CH:43][CH:44]=[CH:45][CH:46]=3)[C:41]=2[CH:40]=[CH:39][CH:38]=1. The catalyst class is: 6. (5) Reactant: [O:1]1[CH2:6][CH2:5][NH:4][C:3]2[N:7]=[CH:8][C:9](/[CH:11]=[CH:12]/[C:13]([N:15]([CH3:27])[CH2:16][C:17]3[O:18][C:19]4[CH:26]=[CH:25][CH:24]=[CH:23][C:20]=4[C:21]=3[CH3:22])=[O:14])=[CH:10][C:2]1=2.[ClH:28]. The catalyst class is: 343. Product: [ClH:28].[O:1]1[CH2:6][CH2:5][NH:4][C:3]2[N:7]=[CH:8][C:9](/[CH:11]=[CH:12]/[C:13]([N:15]([CH3:27])[CH2:16][C:17]3[O:18][C:19]4[CH:26]=[CH:25][CH:24]=[CH:23][C:20]=4[C:21]=3[CH3:22])=[O:14])=[CH:10][C:2]1=2. (6) Reactant: Cl[C:2]1[CH:7]=[CH:6][N:5]=[C:4]([C@@H:8]([NH:12][C:13](=[O:19])[O:14][C:15]([CH3:18])([CH3:17])[CH3:16])[CH2:9][CH:10]=[CH2:11])[CH:3]=1.[C:20]([O:24][C:25]([NH:27][C:28]1[CH:29]=[N:30][CH:31]=[CH:32][C:33]=1B(O)O)=[O:26])([CH3:23])([CH3:22])[CH3:21].[O-]P([O-])([O-])=O.[K+].[K+].[K+]. Product: [C:15]([O:14][C:13]([NH:12][C@H:8]([C:4]1[CH:3]=[C:2]([C:33]2[CH:32]=[CH:31][N:30]=[CH:29][C:28]=2[NH:27][C:25](=[O:26])[O:24][C:20]([CH3:22])([CH3:21])[CH3:23])[CH:7]=[CH:6][N:5]=1)[CH2:9][CH:10]=[CH2:11])=[O:19])([CH3:18])([CH3:17])[CH3:16]. The catalyst class is: 1. (7) Reactant: [N:1]1([C:5]2[CH:10]=[CH:9][N:8]3[CH:11]=[C:12]([C:14]4[CH:19]=[CH:18][C:17]([OH:20])=[CH:16][CH:15]=4)[N:13]=[C:7]3[CH:6]=2)[CH2:4][CH2:3][CH2:2]1.Br[CH2:22][CH2:23][CH2:24][F:25].C([O-])([O-])=O.[Cs+].[Cs+].CN(C=O)C. Product: [N:1]1([C:5]2[CH:10]=[CH:9][N:8]3[CH:11]=[C:12]([C:14]4[CH:19]=[CH:18][C:17]([O:20][CH2:22][CH2:23][CH2:24][F:25])=[CH:16][CH:15]=4)[N:13]=[C:7]3[CH:6]=2)[CH2:2][CH2:3][CH2:4]1. The catalyst class is: 2.